Dataset: Full USPTO retrosynthesis dataset with 1.9M reactions from patents (1976-2016). Task: Predict the reactants needed to synthesize the given product. Given the product [F:1][C:2]1[C:7]([NH:28][C:25]2[CH:24]=[C:23]([CH3:22])[NH:27][N:26]=2)=[N:6][C:5]([NH:9][C@H:10]([C:12]2[CH:17]=[CH:16][C:15]([F:18])=[CH:14][N:13]=2)[CH3:11])=[C:4]([N+:19]([O-:21])=[O:20])[CH:3]=1, predict the reactants needed to synthesize it. The reactants are: [F:1][C:2]1[CH:3]=[C:4]([N+:19]([O-:21])=[O:20])[C:5]([NH:9][C@H:10]([C:12]2[CH:17]=[CH:16][C:15]([F:18])=[CH:14][N:13]=2)[CH3:11])=[N:6][C:7]=1F.[CH3:22][C:23]1[NH:27][N:26]=[C:25]([NH2:28])[CH:24]=1.